This data is from Catalyst prediction with 721,799 reactions and 888 catalyst types from USPTO. The task is: Predict which catalyst facilitates the given reaction. (1) Reactant: C1(C)C=CC(S(Cl)(=O)=O)=CC=1.C([O:18][CH2:19][CH2:20][CH2:21][N:22]1[C:34]2[C:33]3[CH:32]=[CH:31][CH:30]=[CH:29][C:28]=3[N+:27]([O-])=[CH:26][C:25]=2[N:24]=[C:23]1[CH2:36][CH2:37][CH2:38][CH3:39])(=O)CCCC.[OH-].[NH4+:41]. Product: [NH2:41][C:26]1[C:25]2[N:24]=[C:23]([CH2:36][CH2:37][CH2:38][CH3:39])[N:22]([CH2:21][CH2:20][CH2:19][OH:18])[C:34]=2[C:33]2[CH:32]=[CH:31][CH:30]=[CH:29][C:28]=2[N:27]=1. The catalyst class is: 2. (2) Reactant: Br[C:2]1[CH:7]=[CH:6][CH:5]=[CH:4][C:3]=1[F:8].C([Li])CCC.[F:14][CH:15]([F:21])[C:16](OCC)=[O:17].[NH4+].[Cl-]. Product: [F:14][CH:15]([F:21])[C:16]([C:2]1[CH:7]=[CH:6][CH:5]=[CH:4][C:3]=1[F:8])=[O:17]. The catalyst class is: 1. (3) Product: [CH2:1]([O:3][C:4](=[O:16])[C:5]1[CH:10]=[CH:9][CH:8]=[C:7]([O:11][CH2:12][CH2:13][CH2:14][N:23]2[C:27]3[CH:28]=[CH:29][CH:30]=[CH:31][C:26]=3[NH:25][C:24]2=[NH:32])[CH:6]=1)[CH3:2]. The catalyst class is: 3. Reactant: [CH2:1]([O:3][C:4](=[O:16])[C:5]1[CH:10]=[CH:9][CH:8]=[C:7]([O:11][CH2:12][CH2:13][CH2:14]Cl)[CH:6]=1)[CH3:2].C([O-])([O-])=O.[Cs+].[Cs+].[NH:23]1[C:27]2[CH:28]=[CH:29][CH:30]=[CH:31][C:26]=2[NH:25][C:24]1=[NH:32]. (4) Reactant: Br[C:2]1[CH:7]=[CH:6][CH:5]=[CH:4][C:3]=1[CH2:8][CH2:9][C:10]([N:12]([CH:22]([CH3:24])[CH3:23])[NH:13][C:14](=[O:21])[C:15]1[CH:20]=[CH:19][CH:18]=[CH:17][CH:16]=1)=[O:11].C([O-])([O-])=O.[Na+].[Na+].[CH3:31][O:32][C:33]1[CH:38]=[CH:37][CH:36]=[CH:35][C:34]=1B(O)O. Product: [CH:22]([N:12]([C:10](=[O:11])[CH2:9][CH2:8][C:3]1[CH:4]=[CH:5][CH:6]=[CH:7][C:2]=1[C:34]1[CH:35]=[CH:36][CH:37]=[CH:38][C:33]=1[O:32][CH3:31])[NH:13][C:14](=[O:21])[C:15]1[CH:20]=[CH:19][CH:18]=[CH:17][CH:16]=1)([CH3:24])[CH3:23]. The catalyst class is: 57. (5) Reactant: [NH2:1][C:2]1[S:10][C:5]2=[N:6][CH:7]=[CH:8][CH:9]=[C:4]2[C:3]=1[C:11]([N:13]1[CH2:18][CH2:17][CH:16]([N:19]2[CH2:33][CH2:32][CH2:31][C:21]3([S:25][C:24](=[O:26])[N:23]([CH:27]([CH3:29])[CH3:28])[C:22]3=[O:30])[CH2:20]2)[CH2:15][CH2:14]1)=[O:12].ClC(Cl)(Cl)[C:36]([N:38]=C=O)=[O:37].N.CO. Product: [CH:27]([N:23]1[C:22](=[O:30])[C:21]2([CH2:31][CH2:32][CH2:33][N:19]([CH:16]3[CH2:15][CH2:14][N:13]([C:11]([C:3]4[C:4]5[C:5](=[N:6][CH:7]=[CH:8][CH:9]=5)[S:10][C:2]=4[NH:1][C:36]([NH2:38])=[O:37])=[O:12])[CH2:18][CH2:17]3)[CH2:20]2)[S:25][C:24]1=[O:26])([CH3:29])[CH3:28]. The catalyst class is: 56. (6) Reactant: CN(C(ON1N=NC2C=CC=NC1=2)=[N+](C)C)C.F[P-](F)(F)(F)(F)F.[Cl:25][C:26]1[CH:27]=[CH:28][C:29]([CH2:41][N:42]([C:44]2[CH:49]=[CH:48][C:47]([C:50]3[CH:55]=[CH:54][C:53]([Cl:56])=[CH:52][CH:51]=3)=[CH:46][CH:45]=2)[CH3:43])=[C:30]([C:32]2[CH:33]=[CH:34][C:35]([C:38](O)=[O:39])=[N:36][CH:37]=2)[CH:31]=1.CCN(C(C)C)C(C)C.Cl.[CH2:67]([O:69][C:70](=[O:74])[CH2:71][CH2:72][NH2:73])[CH3:68]. Product: [Cl:25][C:26]1[CH:27]=[CH:28][C:29]([CH2:41][N:42]([C:44]2[CH:49]=[CH:48][C:47]([C:50]3[CH:51]=[CH:52][C:53]([Cl:56])=[CH:54][CH:55]=3)=[CH:46][CH:45]=2)[CH3:43])=[C:30]([C:32]2[CH:33]=[CH:34][C:35]([C:38]([NH:73][CH2:72][CH2:71][C:70]([O:69][CH2:67][CH3:68])=[O:74])=[O:39])=[N:36][CH:37]=2)[CH:31]=1. The catalyst class is: 674.